Dataset: Forward reaction prediction with 1.9M reactions from USPTO patents (1976-2016). Task: Predict the product of the given reaction. Given the reactants Br[CH2:2][C:3]1[C:4]([C:21]2[CH:26]=[CH:25][CH:24]=[C:23]([C:27]([F:30])([F:29])[F:28])[CH:22]=2)=[N:5][C:6]2[C:11]([C:12]=1[C:13]([O:15][CH3:16])=[O:14])=[CH:10][C:9]([S:17]([CH3:20])(=[O:19])=[O:18])=[CH:8][CH:7]=2.[N:31]1([CH:37]2[CH2:42][CH2:41][NH:40][CH2:39][CH2:38]2)[CH2:36][CH2:35][CH2:34][CH2:33][CH2:32]1, predict the reaction product. The product is: [N:31]1([CH:37]2[CH2:42][CH2:41][N:40]([CH2:2][C:3]3[C:4]([C:21]4[CH:26]=[CH:25][CH:24]=[C:23]([C:27]([F:30])([F:29])[F:28])[CH:22]=4)=[N:5][C:6]4[C:11]([C:12]=3[C:13]([O:15][CH3:16])=[O:14])=[CH:10][C:9]([S:17]([CH3:20])(=[O:19])=[O:18])=[CH:8][CH:7]=4)[CH2:39][CH2:38]2)[CH2:36][CH2:35][CH2:34][CH2:33][CH2:32]1.